Dataset: Retrosynthesis with 50K atom-mapped reactions and 10 reaction types from USPTO. Task: Predict the reactants needed to synthesize the given product. The reactants are: COc1ccccc1-c1nc(C(=O)O)cn1-c1ccc(C)cc1.Nc1ccc(F)cc1. Given the product COc1ccccc1-c1nc(C(=O)Nc2ccc(F)cc2)cn1-c1ccc(C)cc1, predict the reactants needed to synthesize it.